This data is from Forward reaction prediction with 1.9M reactions from USPTO patents (1976-2016). The task is: Predict the product of the given reaction. (1) Given the reactants CS(O[CH2:6][C@H:7]1[CH2:12][CH2:11][CH2:10][CH2:9][C@@H:8]1[NH:13][C:14](=[O:20])[O:15][C:16]([CH3:19])([CH3:18])[CH3:17])(=O)=O.[C-:21]#[N:22].[K+].O, predict the reaction product. The product is: [C:21]([CH2:6][C@H:7]1[CH2:12][CH2:11][CH2:10][CH2:9][C@@H:8]1[NH:13][C:14](=[O:20])[O:15][C:16]([CH3:19])([CH3:18])[CH3:17])#[N:22]. (2) Given the reactants N#N.[C:3]([O:7][C:8]([C:10]1([S:23]([C:26]2[CH:31]=[CH:30][C:29](B3OC(C)(C)C(C)(C)O3)=[CH:28][CH:27]=2)(=[O:25])=[O:24])[CH2:15][CH2:14][N:13]([CH2:16][C:17]2[CH:22]=[CH:21][CH:20]=[CH:19][CH:18]=2)[CH2:12][CH2:11]1)=[O:9])([CH3:6])([CH3:5])[CH3:4].C1(N2CCC(S(C3C=CC([C:66]4[CH:71]=[CH:70][C:69]([O:72][C:73]([F:78])([F:77])[CH:74]([F:76])[F:75])=[CH:68][CH:67]=4)=CC=3)(=O)=O)(C(OC(C)(C)C)=O)CC2)CC1.C([O-])([O-])=O.[Na+].[Na+], predict the reaction product. The product is: [CH2:16]([N:13]1[CH2:14][CH2:15][C:10]([S:23]([C:26]2[CH:31]=[CH:30][C:29]([C:66]3[CH:67]=[CH:68][C:69]([O:72][C:73]([F:77])([F:78])[CH:74]([F:76])[F:75])=[CH:70][CH:71]=3)=[CH:28][CH:27]=2)(=[O:25])=[O:24])([C:8]([O:7][C:3]([CH3:5])([CH3:4])[CH3:6])=[O:9])[CH2:11][CH2:12]1)[C:17]1[CH:22]=[CH:21][CH:20]=[CH:19][CH:18]=1. (3) Given the reactants [Cl:1][C:2]1[CH:3]=[C:4]([C:16]([NH:18][C@H:19]([C:21]2[CH:29]=[CH:28][C:24]([C:25]([OH:27])=[O:26])=[CH:23][CH:22]=2)[CH3:20])=[O:17])[C:5]([O:8][C:9]2[CH:14]=[CH:13][CH:12]=[C:11](F)[CH:10]=2)=[N:6][CH:7]=1.[N:30]1[CH:35]=[CH:34][CH:33]=[CH:32][C:31]=1C1C=C(O)C=CC=1, predict the reaction product. The product is: [Cl:1][C:2]1[CH:3]=[C:4]([C:16]([NH:18][C@H:19]([C:21]2[CH:29]=[CH:28][C:24]([C:25]([OH:27])=[O:26])=[CH:23][CH:22]=2)[CH3:20])=[O:17])[C:5]([O:8][C:9]2[CH:14]=[CH:13][CH:12]=[C:11]([C:31]3[CH:32]=[CH:33][CH:34]=[CH:35][N:30]=3)[CH:10]=2)=[N:6][CH:7]=1. (4) Given the reactants [C:1]([O:5][C:6]([N:8]1[CH2:13][CH:12]=[C:11]([C:14]2[CH:22]=[C:21]3[C:17]([C:18](I)=[N:19][NH:20]3)=[CH:16][CH:15]=2)[CH2:10][CH2:9]1)=[O:7])([CH3:4])([CH3:3])[CH3:2].[CH3:24][S-:25].[Na+].CC(C)([O-])C.[Na+].C1(P(C(C)(C)C)F)CCCCC1, predict the reaction product. The product is: [C:1]([O:5][C:6]([N:8]1[CH2:13][CH:12]=[C:11]([C:14]2[CH:22]=[C:21]3[C:17]([C:18]([S:25][CH3:24])=[N:19][NH:20]3)=[CH:16][CH:15]=2)[CH2:10][CH2:9]1)=[O:7])([CH3:4])([CH3:3])[CH3:2]. (5) Given the reactants [H-].[Na+].[O:3]=[C:4]([CH2:12][CH2:13][CH2:14][CH2:15][CH3:16])[CH2:5]P(=O)(OC)OC.[CH3:17][O:18][C:19](=[O:35])[CH2:20][CH2:21][CH2:22][CH2:23][CH2:24][CH2:25][N:26]1[C:31](=[O:32])[CH2:30][CH2:29][CH2:28][CH:27]1[CH:33]=O, predict the reaction product. The product is: [CH3:17][O:18][C:19](=[O:35])[CH2:20][CH2:21][CH2:22][CH2:23][CH2:24][CH2:25][N:26]1[CH:27](/[CH:33]=[CH:5]/[C:4](=[O:3])[CH2:12][CH2:13][CH2:14][CH2:15][CH3:16])[CH2:28][CH2:29][CH2:30][C:31]1=[O:32]. (6) Given the reactants [CH3:1][O:2][C:3]1([O:11][CH3:12])[CH2:6][CH:5]([C:7]([O:9]C)=O)[CH2:4]1.Cl.[CH3:14][NH:15][O:16][CH3:17].C([Mg]Cl)(C)C, predict the reaction product. The product is: [CH3:17][O:16][N:15]([CH3:14])[C:7]([CH:5]1[CH2:4][C:3]([O:2][CH3:1])([O:11][CH3:12])[CH2:6]1)=[O:9].